This data is from Full USPTO retrosynthesis dataset with 1.9M reactions from patents (1976-2016). The task is: Predict the reactants needed to synthesize the given product. Given the product [CH2:1]([O:3][C:4](=[O:8])[C:5]([CH3:10])([CH3:7])[CH2:6][CH2:22][CH2:21][CH2:20][CH:19]=[CH2:18])[CH3:2], predict the reactants needed to synthesize it. The reactants are: [CH2:1]([O:3][C:4](=[O:8])[CH:5]([CH3:7])[CH3:6])[CH3:2].[Li+].[CH3:10]C([N-]C(C)C)C.Br[CH2:18][CH2:19][CH2:20][CH2:21][CH:22]=C.O.